Dataset: Forward reaction prediction with 1.9M reactions from USPTO patents (1976-2016). Task: Predict the product of the given reaction. (1) Given the reactants [C:1]([O:5][C:6]([N:8]1[CH2:13][CH2:12][C:11](=[O:14])[CH2:10][C@@H:9]1[C:15]([OH:17])=[O:16])=[O:7])([CH3:4])([CH3:3])[CH3:2].[C:18](OC(O[C:18]([CH3:21])([CH3:20])[CH3:19])N(C)C)([CH3:21])([CH3:20])[CH3:19].CCOC(C)=O.O, predict the reaction product. The product is: [O:14]=[C:11]1[CH2:12][CH2:13][N:8]([C:6]([O:5][C:1]([CH3:4])([CH3:2])[CH3:3])=[O:7])[C@@H:9]([C:15]([O:17][C:18]([CH3:21])([CH3:20])[CH3:19])=[O:16])[CH2:10]1. (2) Given the reactants [CH3:1][C:2]1[N:3]=[C:4]([CH2:10][CH2:11][C:12]2[C:13]([C:18]3[CH:23]=[CH:22][CH:21]=[CH:20][CH:19]=3)=[N:14][O:15][C:16]=2[CH3:17])[S:5][C:6]=1[C:7](O)=[O:8].F[B-](F)(F)F.N1(OC(N(C)C)=[N+](C)C)C2C=CC=CC=2N=N1.C(N(CC)C(C)C)(C)C.[NH2:55][CH:56]([CH3:59])[CH2:57][OH:58], predict the reaction product. The product is: [OH:58][CH2:57][CH:56]([NH:55][C:7]([C:6]1[S:5][C:4]([CH2:10][CH2:11][C:12]2[C:13]([C:18]3[CH:19]=[CH:20][CH:21]=[CH:22][CH:23]=3)=[N:14][O:15][C:16]=2[CH3:17])=[N:3][C:2]=1[CH3:1])=[O:8])[CH3:59].